From a dataset of Forward reaction prediction with 1.9M reactions from USPTO patents (1976-2016). Predict the product of the given reaction. Given the reactants COC(=O)C(NC1C=C([Cl:16])C=C(Cl)C=1OCC1C=CC=CC=1)=CC([O-])=O.C[O:28][C:29]([C:31]1[CH:40]=[C:39]([O:41]CC2C=CC=CC=2)[C:38]2[C:33](=[C:34]([N:49]3[CH2:54][CH2:53][N:52]([CH2:55][C:56]4[CH:61]=[CH:60][CH:59]=[CH:58][CH:57]=4)[CH2:51][CH2:50]3)[CH:35]=[CH:36][CH:37]=2)[N:32]=1)=[O:30], predict the reaction product. The product is: [ClH:16].[CH2:55]([N:52]1[CH2:51][CH2:50][N:49]([C:34]2[CH:35]=[CH:36][CH:37]=[C:38]3[C:33]=2[N:32]=[C:31]([C:29]([OH:30])=[O:28])[CH:40]=[C:39]3[OH:41])[CH2:54][CH2:53]1)[C:56]1[CH:61]=[CH:60][CH:59]=[CH:58][CH:57]=1.